From a dataset of Forward reaction prediction with 1.9M reactions from USPTO patents (1976-2016). Predict the product of the given reaction. (1) Given the reactants [NH2:1][C:2]1[C:3]([C:9]2[CH:21]=[CH:20][C:12]([C:13]([O:15][C:16]([CH3:19])([CH3:18])[CH3:17])=[O:14])=[C:11]([F:22])[CH:10]=2)=[N:4][C:5](Br)=[CH:6][N:7]=1.C(Cl)Cl.[C:26]1(B2OC(C)(C)C(C)(C)O2)[CH2:31][CH2:30][CH2:29][CH2:28]C=1.C(OCC)(=[O:43])C, predict the reaction product. The product is: [NH2:1][C:2]1[C:3]([C:9]2[CH:21]=[CH:20][C:12]([C:13]([O:15][C:16]([CH3:19])([CH3:18])[CH3:17])=[O:14])=[C:11]([F:22])[CH:10]=2)=[N:4][C:5]([C:30]2[CH2:31][CH2:26][O:43][CH2:28][CH:29]=2)=[CH:6][N:7]=1. (2) Given the reactants [F:1][CH:2]([F:9])[CH:3]1[CH2:8][NH:7][CH2:6][CH2:5][NH:4]1.Br[CH2:11][CH2:12][C:13]1[CH:18]=[CH:17][C:16]([N+:19]([O-:21])=[O:20])=[CH:15][CH:14]=1.C([O-])([O-])=O.[K+].[K+], predict the reaction product. The product is: [F:1][CH:2]([F:9])[CH:3]1[CH2:8][N:7]([CH2:11][CH2:12][C:13]2[CH:18]=[CH:17][C:16]([N+:19]([O-:21])=[O:20])=[CH:15][CH:14]=2)[CH2:6][CH2:5][N:4]1[CH2:11][CH2:12][C:13]1[CH:14]=[CH:15][C:16]([N+:19]([O-:21])=[O:20])=[CH:17][CH:18]=1. (3) Given the reactants Br[C:2]1[C:3]([O:11][CH2:12][C:13]([F:16])([F:15])[F:14])=[N:4][CH:5]=[C:6]([N+:8]([O-:10])=[O:9])[CH:7]=1.[C:17]1(B2OC(C)(C)C(C)(C)O2)[CH2:21][CH2:20][CH2:19][CH:18]=1.C([O-])([O-])=O.[K+].[K+].O, predict the reaction product. The product is: [C:17]1([C:2]2[C:3]([O:11][CH2:12][C:13]([F:16])([F:15])[F:14])=[N:4][CH:5]=[C:6]([N+:8]([O-:10])=[O:9])[CH:7]=2)[CH2:21][CH2:20][CH2:19][CH:18]=1. (4) Given the reactants C(O[CH:5]([C:28]1[N:40]=[C:31]2[N:32]=[C:33]([CH3:39])[C:34]3[CH2:38][CH2:37][CH2:36][C:35]=3[N:30]2[N:29]=1)[C:6]1(Br)[C:12](=[O:13])[N:11]2[C@@H:7]1[S:8][CH:9]=[C:10]2[C:14]([O:16]CC1C=CC([N+]([O-])=O)=CC=1)=[O:15])(=O)C.C(#N)C.P([O-])([O-])([O-])=O, predict the reaction product. The product is: [CH3:39][C:33]1[C:34]2[CH2:38][CH2:37][CH2:36][C:35]=2[N:30]2[N:29]=[C:28](/[CH:5]=[C:6]3\[C@@H:7]4[N:11]([C:12]\3=[O:13])[C:10]([C:14]([OH:16])=[O:15])=[CH:9][S:8]4)[N:40]=[C:31]2[N:32]=1. (5) Given the reactants [Br:1]Br.[CH3:3][C:4]1([C:11]2[CH:16]=[CH:15][CH:14]=[CH:13][CH:12]=2)[CH2:9][CH2:8][CH2:7][CH2:6][C:5]1=[O:10], predict the reaction product. The product is: [Br:1][CH:6]1[C:5](=[O:10])[C:4]([CH3:3])([C:11]2[CH:12]=[CH:13][CH:14]=[CH:15][CH:16]=2)[CH2:9][CH2:8][CH2:7]1. (6) The product is: [CH2:16]([O:15][C:13]([C:2]1[C:7]([N+:8]([O-:10])=[O:9])=[CH:6][CH:5]=[C:4]([O:11][CH3:12])[N:3]=1)=[CH2:14])[CH3:17]. Given the reactants Cl[C:2]1[C:7]([N+:8]([O-:10])=[O:9])=[CH:6][CH:5]=[C:4]([O:11][CH3:12])[N:3]=1.[CH2:13]([O:15][C:16]([Sn](CCCC)(CCCC)CCCC)=[CH2:17])[CH3:14], predict the reaction product.